From a dataset of Full USPTO retrosynthesis dataset with 1.9M reactions from patents (1976-2016). Predict the reactants needed to synthesize the given product. (1) Given the product [C:1]([O:5][C:6]([NH:8][CH2:9][C:10]1[NH:22][C:13]2=[N:14][CH:15]=[C:16]([C:18]([OH:20])=[O:19])[CH:17]=[C:12]2[N:11]=1)=[O:7])([CH3:4])([CH3:2])[CH3:3], predict the reactants needed to synthesize it. The reactants are: [C:1]([O:5][C:6]([NH:8][CH2:9][C:10]1[NH:22][C:13]2=[N:14][CH:15]=[C:16]([C:18]([O:20]C)=[O:19])[CH:17]=[C:12]2[N:11]=1)=[O:7])([CH3:4])([CH3:3])[CH3:2].O.[OH-].[Li+].Cl. (2) Given the product [Br:14][CH:9]([C:4]1[CH:5]=[CH:6][CH:7]=[CH:8][C:3]=1[O:2][CH3:1])[C:10]([O:12][CH3:13])=[O:11], predict the reactants needed to synthesize it. The reactants are: [CH3:1][O:2][C:3]1[CH:8]=[CH:7][CH:6]=[CH:5][C:4]=1[CH2:9][C:10]([O:12][CH3:13])=[O:11].[Br:14]N1C(=O)CCC1=O.CC(N=NC(C#N)(C)C)(C#N)C. (3) Given the product [CH2:32]([C:35]1[CH:36]=[CH:37][C:38]([C:41]#[C:42][C:2]2[CH:31]=[CH:30][C:5]([CH2:6][N:7]([C:17]3[CH:18]=[CH:19][C:20]4[C:25](=[O:26])[O:24][C:23]([CH3:27])([CH3:28])[O:22][C:21]=4[CH:29]=3)[C:8](=[O:16])[CH2:9][CH2:10][CH:11]3[CH2:12][CH2:13][CH2:14][CH2:15]3)=[CH:4][CH:3]=2)=[CH:39][CH:40]=1)[CH2:33][CH3:34], predict the reactants needed to synthesize it. The reactants are: Br[C:2]1[CH:31]=[CH:30][C:5]([CH2:6][N:7]([C:17]2[CH:18]=[CH:19][C:20]3[C:25](=[O:26])[O:24][C:23]([CH3:28])([CH3:27])[O:22][C:21]=3[CH:29]=2)[C:8](=[O:16])[CH2:9][CH2:10][CH:11]2[CH2:15][CH2:14][CH2:13][CH2:12]2)=[CH:4][CH:3]=1.[CH2:32]([C:35]1[CH:40]=[CH:39][C:38]([C:41]#[CH:42])=[CH:37][CH:36]=1)[CH2:33][CH3:34]. (4) Given the product [NH2:1][C@H:2]1[CH2:7][CH2:6][CH2:5][CH2:4][C@H:3]1[NH:8][C:9]1[N:14]=[C:13]([NH:15][C:16]2[CH:21]=[CH:20][CH:19]=[C:18]([CH:22]3[CH2:23][CH2:24][O:25][CH2:26][CH2:27]3)[CH:17]=2)[C:12]([C:28]([NH2:30])=[O:29])=[CH:11][N:10]=1, predict the reactants needed to synthesize it. The reactants are: [NH2:1][C@H:2]1[CH2:7][CH2:6][CH2:5][CH2:4][C@H:3]1[NH:8][C:9]1[N:14]=[C:13]([NH:15][C:16]2[CH:21]=[CH:20][CH:19]=[C:18]([C:22]3[CH2:23][CH2:24][O:25][CH2:26][CH:27]=3)[CH:17]=2)[C:12]([C:28]([NH2:30])=[O:29])=[CH:11][N:10]=1. (5) The reactants are: [OH:1][CH:2]([C@@H:5]1[CH2:10][C@H:9]([N:11]([C:16]([C:18]2[N:22]([CH2:23][CH2:24][CH2:25][CH2:26][O:27][CH3:28])[C:21]3[CH:29]=[CH:30][CH:31]=[CH:32][C:20]=3[N:19]=2)=[O:17])[CH2:12][CH:13]([CH3:15])[CH3:14])[CH2:8][N:7](C(OC(C)(C)C)=O)[CH2:6]1)[CH2:3][CH3:4].[ClH:40]. Given the product [ClH:40].[ClH:40].[OH:1][CH:2]([C@H:5]1[CH2:6][NH:7][CH2:8][C@@H:9]([N:11]([CH2:12][CH:13]([CH3:14])[CH3:15])[C:16]([C:18]2[N:22]([CH2:23][CH2:24][CH2:25][CH2:26][O:27][CH3:28])[C:21]3[CH:29]=[CH:30][CH:31]=[CH:32][C:20]=3[N:19]=2)=[O:17])[CH2:10]1)[CH2:3][CH3:4], predict the reactants needed to synthesize it. (6) The reactants are: Br[C:2]1[CH:3]=[C:4]2[C:10]([C:11]3[CH:12]=[N:13][N:14]([CH2:16][C:17]4[CH:22]=[CH:21][CH:20]=[C:19]([F:23])[CH:18]=4)[CH:15]=3)=[CH:9][N:8]([S:24]([C:27]3[CH:33]=[CH:32][C:30]([CH3:31])=[CH:29][CH:28]=3)(=[O:26])=[O:25])[C:5]2=[N:6][CH:7]=1.[CH3:34][C:35]1[CH:40]=[C:39](B2OC(C)(C)C(C)(C)O2)[CH:38]=[CH:37][C:36]=1[N:50]1[CH2:55][CH2:54][N:53]([C:56]([O:58][C:59]([CH3:62])([CH3:61])[CH3:60])=[O:57])[CH2:52][CH2:51]1.C(=O)([O-])[O-].[Na+].[Na+]. Given the product [F:23][C:19]1[CH:18]=[C:17]([CH:22]=[CH:21][CH:20]=1)[CH2:16][N:14]1[CH:15]=[C:11]([C:10]2[C:4]3[C:5](=[N:6][CH:7]=[C:2]([C:39]4[CH:38]=[CH:37][C:36]([N:50]5[CH2:51][CH2:52][N:53]([C:56]([O:58][C:59]([CH3:61])([CH3:60])[CH3:62])=[O:57])[CH2:54][CH2:55]5)=[C:35]([CH3:34])[CH:40]=4)[CH:3]=3)[N:8]([S:24]([C:27]3[CH:28]=[CH:29][C:30]([CH3:31])=[CH:32][CH:33]=3)(=[O:25])=[O:26])[CH:9]=2)[CH:12]=[N:13]1, predict the reactants needed to synthesize it. (7) Given the product [CH2:1]([O:4][C:5]1([CH3:35])[CH2:6][CH2:7][N:8]([C:11]2[N:16]3[N:17]=[C:18]([C:20](=[O:21])[NH:42][CH2:43][C:44](=[O:53])[CH2:45][C:46]4[CH:51]=[CH:50][CH:49]=[C:48]([Br:52])[CH:47]=4)[CH:19]=[C:15]3[N:14]=[C:13]([CH3:23])[C:12]=2[C@H:24]([O:30][C:31]([CH3:33])([CH3:34])[CH3:32])[C:25]([O:27][CH2:28][CH3:29])=[O:26])[CH2:9][CH2:10]1)[CH:2]=[CH2:3], predict the reactants needed to synthesize it. The reactants are: [CH2:1]([O:4][C:5]1([CH3:35])[CH2:10][CH2:9][N:8]([C:11]2[N:16]3[N:17]=[C:18]([C:20](O)=[O:21])[CH:19]=[C:15]3[N:14]=[C:13]([CH3:23])[C:12]=2[C@H:24]([O:30][C:31]([CH3:34])([CH3:33])[CH3:32])[C:25]([O:27][CH2:28][CH3:29])=[O:26])[CH2:7][CH2:6]1)[CH:2]=[CH2:3].C(Cl)(=O)C(Cl)=O.[NH2:42][CH2:43][C:44](=[O:53])[CH2:45][C:46]1[CH:51]=[CH:50][CH:49]=[C:48]([Br:52])[CH:47]=1.Cl.CCN(C(C)C)C(C)C.